This data is from Peptide-MHC class II binding affinity with 134,281 pairs from IEDB. The task is: Regression. Given a peptide amino acid sequence and an MHC pseudo amino acid sequence, predict their binding affinity value. This is MHC class II binding data. (1) The peptide sequence is KIIGGIGGFVKVRQYDQIPI. The MHC is DRB1_0101 with pseudo-sequence DRB1_0101. The binding affinity (normalized) is 0.401. (2) The peptide sequence is AQGPKATFEAMYLGT. The MHC is HLA-DPA10103-DPB10301 with pseudo-sequence HLA-DPA10103-DPB10301. The binding affinity (normalized) is 0. (3) The MHC is DRB1_1302 with pseudo-sequence DRB1_1302. The binding affinity (normalized) is 0.767. The peptide sequence is LFFNHHKVMLLGHDD. (4) The peptide sequence is IVEFAKLAKQFEERDAVLLG. The MHC is DRB1_0701 with pseudo-sequence DRB1_0701. The binding affinity (normalized) is 0.409. (5) The peptide sequence is DLKPGAAWTVYVGIV. The MHC is DRB1_0404 with pseudo-sequence DRB1_0404. The binding affinity (normalized) is 0.316. (6) The peptide sequence is IGRFYIQMCTELKLSDYEG. The MHC is DRB4_0101 with pseudo-sequence DRB4_0103. The binding affinity (normalized) is 0.506.